Dataset: Full USPTO retrosynthesis dataset with 1.9M reactions from patents (1976-2016). Task: Predict the reactants needed to synthesize the given product. (1) Given the product [CH2:1]([O:8][C:9]1[CH:14]=[CH:13][N:12]=[C:11]([NH:16][C:17]2[CH:22]=[CH:21][CH:20]=[CH:19][N:18]=2)[CH:10]=1)[C:2]1[CH:7]=[CH:6][CH:5]=[CH:4][CH:3]=1, predict the reactants needed to synthesize it. The reactants are: [CH2:1]([O:8][C:9]1[CH:14]=[CH:13][N:12]=[C:11](Br)[CH:10]=1)[C:2]1[CH:7]=[CH:6][CH:5]=[CH:4][CH:3]=1.[NH2:16][C:17]1[CH:22]=[CH:21][CH:20]=[CH:19][N:18]=1.C(O[K])(C)(C)C. (2) The reactants are: C(OC([N:8]1[CH2:15][CH:14]2[CH:10]([CH2:11][CH:12]([C:16](=[O:19])[CH2:17]Br)[CH2:13]2)[CH2:9]1)=O)(C)(C)C.[F:20][C:21]([F:26])([F:25])[C:22]([OH:24])=[O:23].C12C[CH:33]([C:35](=[O:39])[CH2:36]OC)CC1CNC2. Given the product [F:20][C:21]([F:26])([F:25])[C:22]([OH:24])=[O:23].[CH:14]12[CH2:13][CH:12]([C:16](=[O:19])[CH2:17][O:39][CH:35]([CH3:36])[CH3:33])[CH2:11][CH:10]1[CH2:9][NH:8][CH2:15]2, predict the reactants needed to synthesize it. (3) Given the product [CH3:13][O:12][C:11]1[C:2]([NH:21][CH2:20][C:19]2[CH:22]=[CH:23][C:24]([O:26][CH3:27])=[CH:25][C:18]=2[O:17][CH3:16])=[N:3][C:4]2[C:9]([N:10]=1)=[CH:8][C:7]([O:14][CH3:15])=[CH:6][CH:5]=2, predict the reactants needed to synthesize it. The reactants are: Cl[C:2]1[C:11]([O:12][CH3:13])=[N:10][C:9]2[C:4](=[CH:5][CH:6]=[C:7]([O:14][CH3:15])[CH:8]=2)[N:3]=1.[CH3:16][O:17][C:18]1[CH:25]=[C:24]([O:26][CH3:27])[CH:23]=[CH:22][C:19]=1[CH2:20][NH2:21].O.